This data is from Forward reaction prediction with 1.9M reactions from USPTO patents (1976-2016). The task is: Predict the product of the given reaction. (1) Given the reactants [F:1][C:2]([F:15])([F:14])[O:3][C:4]1[CH:9]=[CH:8][C:7]([S:10](Cl)(=[O:12])=[O:11])=[CH:6][CH:5]=1.Cl.[NH:17]1[CH2:22][CH2:21][CH:20](/[CH:23]=[CH:24]/[C:25]([O:27][CH2:28][CH3:29])=[O:26])[CH2:19][CH2:18]1, predict the reaction product. The product is: [F:1][C:2]([F:15])([F:14])[O:3][C:4]1[CH:9]=[CH:8][C:7]([S:10]([N:17]2[CH2:22][CH2:21][CH:20](/[CH:23]=[CH:24]/[C:25]([O:27][CH2:28][CH3:29])=[O:26])[CH2:19][CH2:18]2)(=[O:12])=[O:11])=[CH:6][CH:5]=1. (2) Given the reactants C([Li])CCC.Br[C:7]1[CH:8]=[N:9][CH:10]=[CH:11][CH:12]=1.[CH3:13][N:14]([CH2:16][CH:17]1[CH2:25][C:24]2[C:19](=[CH:20][CH:21]=[C:22]([O:26][CH3:27])[CH:23]=2)[C:18]1=[O:28])[CH3:15].O, predict the reaction product. The product is: [CH3:15][N:14]([CH2:16][CH:17]1[CH2:25][C:24]2[C:19](=[CH:20][CH:21]=[C:22]([O:26][CH3:27])[CH:23]=2)[C:18]1([C:7]1[CH:8]=[N:9][CH:10]=[CH:11][CH:12]=1)[OH:28])[CH3:13].